This data is from KCNQ2 potassium channel screen with 302,405 compounds. The task is: Binary Classification. Given a drug SMILES string, predict its activity (active/inactive) in a high-throughput screening assay against a specified biological target. The molecule is S(c1ccc(CN2CCN(CC2)C(=O)CC(C)C)cc1)C. The result is 0 (inactive).